From a dataset of Forward reaction prediction with 1.9M reactions from USPTO patents (1976-2016). Predict the product of the given reaction. (1) Given the reactants [H-].[Na+].[C:3]([O:11][C:12]([CH3:15])([CH3:14])[CH3:13])(=[O:10])[CH2:4][C:5]([O:7][CH2:8][CH3:9])=[O:6].[Cl:16][C:17]1[CH:22]=[C:21](Cl)[C:20]([N+:24]([O-:26])=[O:25])=[CH:19][C:18]=1[N+:27]([O-:29])=[O:28], predict the reaction product. The product is: [CH2:8]([O:7][C:5](=[O:6])[CH:4]([C:21]1[CH:22]=[C:17]([Cl:16])[C:18]([N+:27]([O-:29])=[O:28])=[CH:19][C:20]=1[N+:24]([O-:26])=[O:25])[C:3]([O:11][C:12]([CH3:14])([CH3:13])[CH3:15])=[O:10])[CH3:9]. (2) Given the reactants [F:1][C:2]1[CH:7]=[CH:6][C:5]([CH2:8][C:9]2[CH:18]=[C:17]3[C:12]([C:13]([OH:36])=[C:14]([C:31](OCC)=[O:32])[C:15](=[O:30])[N:16]3[CH2:19][CH2:20][CH2:21][N:22]3[CH2:28][CH2:27][CH2:26][CH2:25][CH2:24][C:23]3=[O:29])=[N:11][CH:10]=2)=[CH:4][CH:3]=1.[NH2:37][CH2:38][C@H:39]([OH:41])[CH3:40], predict the reaction product. The product is: [F:1][C:2]1[CH:7]=[CH:6][C:5]([CH2:8][C:9]2[CH:18]=[C:17]3[C:12]([C:13]([OH:36])=[C:14]([C:31]([NH:37][CH2:38][C@H:39]([OH:41])[CH3:40])=[O:32])[C:15](=[O:30])[N:16]3[CH2:19][CH2:20][CH2:21][N:22]3[CH2:28][CH2:27][CH2:26][CH2:25][CH2:24][C:23]3=[O:29])=[N:11][CH:10]=2)=[CH:4][CH:3]=1. (3) Given the reactants [Br:1][C:2]1[C:15]([F:16])=[CH:14][C:13]2[CH:12]3[CH2:17][CH:10]([CH2:11]3)[N:9]3[C:5](=[N:6][C:7]([C:20](O)=[O:21])=[C:8]3[CH:18]=[O:19])[C:4]=2[CH:3]=1.[Cl-].[NH4+:24], predict the reaction product. The product is: [Br:1][C:2]1[C:15]([F:16])=[CH:14][C:13]2[CH:12]3[CH2:11][CH:10]([CH2:17]3)[N:9]3[C:5](=[N:6][C:7]([C:20]([NH2:24])=[O:21])=[C:8]3[CH:18]=[O:19])[C:4]=2[CH:3]=1.